From a dataset of Full USPTO retrosynthesis dataset with 1.9M reactions from patents (1976-2016). Predict the reactants needed to synthesize the given product. (1) The reactants are: CC([N:5]([C@H:9]1[CH2:14][CH2:13][CH2:12][CH2:11][C@H:10]1[CH2:15][OH:16])[C:6](=[O:8])[O-:7])(C)C.Cl.N[C@H:19]1CC[C@H](C2C=CC=CC=2)[CH2:21][C@H:20]1[CH2:31]O.CC(OC(OC(OC(C)(C)C)=O)=O)(C)C.C(N(CC)CC)C. Given the product [OH:16][CH2:15][C@@H:10]1[CH2:11][CH2:12][CH2:13][CH2:14][C@@H:9]1[NH:5][C:6](=[O:8])[O:7][C:20]([CH3:31])([CH3:21])[CH3:19], predict the reactants needed to synthesize it. (2) The reactants are: [NH2:1][C:2]1[N:10]=[C:9]([F:11])[N:8]=[C:7]2[C:3]=1[N:4]=[C:5]([CH2:17][C:18]1[C:26]([I:27])=[CH:25][C:21]3[O:22][CH2:23][O:24][C:20]=3[CH:19]=1)[N:6]2[CH2:12][CH2:13][CH2:14][CH2:15][OH:16].C([O-])([O-])=O.[Ca+2].[S:33](Cl)(=[O:36])(=[O:35])[NH2:34]. Given the product [NH2:1][C:2]1[N:10]=[C:9]([F:11])[N:8]=[C:7]2[C:3]=1[N:4]=[C:5]([CH2:17][C:18]1[C:26]([I:27])=[CH:25][C:21]3[O:22][CH2:23][O:24][C:20]=3[CH:19]=1)[N:6]2[CH2:12][CH2:13][CH2:14][CH2:15][O:16][S:33](=[O:36])(=[O:35])[NH2:34], predict the reactants needed to synthesize it. (3) Given the product [Cl:29][C:8]1[N:7]2[N:13]=[C:14]([CH3:16])[N:15]=[C:6]2[C:5]2[CH:4]=[C:3]([F:17])[C:2]([F:1])=[CH:11][C:10]=2[N:9]=1, predict the reactants needed to synthesize it. The reactants are: [F:1][C:2]1[C:3]([F:17])=[CH:4][C:5]2[C:6]3[N:7]([N:13]=[C:14]([CH3:16])[N:15]=3)[C:8](=O)[NH:9][C:10]=2[CH:11]=1.C(N(CC)C(C)C)(C)C.O=P(Cl)(Cl)[Cl:29].